The task is: Predict the reaction yield, written as a fraction of the theoretical maximum amount of product (1.0 means a 100% yield; for example, 0.34 means a 34% yield).. This data is from Reaction yield outcomes from USPTO patents with 853,638 reactions. (1) The reactants are [N+:1]([C:4]1[CH:9]=[CH:8][CH:7]=[C:6]([N+:10]([O-:12])=[O:11])[C:5]=1[CH2:13][CH:14]([OH:19])[C:15]([O:17][CH3:18])=[O:16])([O-:3])=[O:2].C(N(CC)CC)C.[CH3:27][S:28](Cl)(=[O:30])=[O:29].C(=O)([O-])O.[Na+]. The catalyst is C1COCC1. The product is [N+:1]([C:4]1[CH:9]=[CH:8][CH:7]=[C:6]([N+:10]([O-:12])=[O:11])[C:5]=1[CH2:13][CH:14]([O:19][S:28]([CH3:27])(=[O:30])=[O:29])[C:15]([O:17][CH3:18])=[O:16])([O-:3])=[O:2]. The yield is 1.00. (2) The reactants are O[CH:2]=[C:3]1[C:11]2[C:6](=[CH:7][C:8]([C:12]([C:14]3[CH:19]=[CH:18][C:17]([NH:20][C:21]([C:23]4[S:24][CH:25]=[CH:26][CH:27]=4)=[O:22])=[CH:16][CH:15]=3)=[O:13])=[CH:9][CH:10]=2)[NH:5][C:4]1=[O:28].[CH3:29][N:30]1[CH2:35][CH2:34][N:33]([C:36]2[CH:41]=[CH:40][C:39]([NH2:42])=[CH:38][CH:37]=2)[CH2:32][CH2:31]1. The catalyst is C1COCC1. The product is [CH3:29][N:30]1[CH2:31][CH2:32][N:33]([C:36]2[CH:41]=[CH:40][C:39]([NH:42][CH:2]=[C:3]3[C:11]4[C:6](=[CH:7][C:8]([C:12]([C:14]5[CH:15]=[CH:16][C:17]([NH:20][C:21]([C:23]6[S:24][CH:25]=[CH:26][CH:27]=6)=[O:22])=[CH:18][CH:19]=5)=[O:13])=[CH:9][CH:10]=4)[NH:5][C:4]3=[O:28])=[CH:38][CH:37]=2)[CH2:34][CH2:35]1. The yield is 0.590.